From a dataset of Catalyst prediction with 721,799 reactions and 888 catalyst types from USPTO. Predict which catalyst facilitates the given reaction. (1) The catalyst class is: 91. Reactant: Cl.[CH3:2][C:3]1([CH3:16])[C:7]([CH3:9])([CH3:8])[O:6][B:5]([C:10]2[CH2:11][CH2:12][NH:13][CH2:14][CH:15]=2)[O:4]1.[C:17](Cl)([CH3:19])=[O:18]. Product: [CH3:9][C:7]1([CH3:8])[C:3]([CH3:16])([CH3:2])[O:4][B:5]([C:10]2[CH2:11][CH2:12][N:13]([C:17](=[O:18])[CH3:19])[CH2:14][CH:15]=2)[O:6]1. (2) Reactant: [NH2:1][C@H:2]([CH2:5][CH:6]([CH3:8])[CH3:7])[CH2:3][OH:4].C(N(CC)CC)C.Cl[C:17](Cl)([O:19]C(=O)OC(Cl)(Cl)Cl)Cl.[NH4+].[Cl-]. Product: [CH2:5]([C@@H:2]1[CH2:3][O:4][C:17](=[O:19])[NH:1]1)[CH:6]([CH3:8])[CH3:7]. The catalyst class is: 2. (3) Reactant: [CH3:1][C:2]1[N:3]([C:8]2[CH:9]=[C:10]([C:18](OC)=[O:19])[CH:11]=[C:12]([CH:17]=2)[C:13](OC)=[O:14])[C:4]([CH3:7])=[CH:5][CH:6]=1.CC(C[Al]CC(C)C)C. Product: [CH3:1][C:2]1[N:3]([C:8]2[CH:17]=[C:12]([CH2:13][OH:14])[CH:11]=[C:10]([CH2:18][OH:19])[CH:9]=2)[C:4]([CH3:7])=[CH:5][CH:6]=1. The catalyst class is: 1. (4) Reactant: [C:1]([C:4]1[C:5]([NH:10][C:11](=O)[CH2:12][CH2:13][C:14]([O:16][C:17]([CH3:20])([CH3:19])[CH3:18])=[O:15])=[N:6][CH:7]=[CH:8][CH:9]=1)(=[O:3])[NH2:2].O.[OH-].[Li+]. Product: [O:3]=[C:1]1[NH:2][C:11]([CH2:12][CH2:13][C:14]([O:16][C:17]([CH3:20])([CH3:19])[CH3:18])=[O:15])=[N:10][C:5]2[N:6]=[CH:7][CH:8]=[CH:9][C:4]1=2. The catalyst class is: 20. (5) Reactant: Cl[CH2:2][C:3]1[CH:11]=[CH:10][C:6]([C:7]([OH:9])=[O:8])=[CH:5][CH:4]=1.C(N(CC)CC)C.[CH3:19][N:20]1[CH2:25][CH2:24][NH:23][CH2:22][CH2:21]1. Product: [CH3:19][N:20]1[CH2:25][CH2:24][N:23]([CH2:2][C:3]2[CH:11]=[CH:10][C:6]([C:7]([OH:9])=[O:8])=[CH:5][CH:4]=2)[CH2:22][CH2:21]1. The catalyst class is: 9. (6) Reactant: C([O:3][C:4]([C@@H:6]1[C@@H:48]2[C@H:7]1[CH2:8][C:9]1[CH:14]=[C:13]([O:15][CH2:16][C:17]3[CH:18]=[C:19]([C:28]4[CH:33]=[CH:32][C:31]([N:34]5[CH2:41][C:40]6[C:36](=[N:37][N:38]([CH2:42][C:43]([OH:46])([CH3:45])[CH3:44])[CH:39]=6)[CH2:35]5)=[CH:30][C:29]=4[F:47])[C:20]([C:24]([F:27])([F:26])[F:25])=[CH:21][C:22]=3[F:23])[N:12]=[CH:11][C:10]=12)=[O:5])C.[Li+].[OH-].O. Product: [F:47][C:29]1[CH:30]=[C:31]([N:34]2[CH2:41][C:40]3[C:36](=[N:37][N:38]([CH2:42][C:43]([OH:46])([CH3:44])[CH3:45])[CH:39]=3)[CH2:35]2)[CH:32]=[CH:33][C:28]=1[C:19]1[C:20]([C:24]([F:25])([F:27])[F:26])=[CH:21][C:22]([F:23])=[C:17]([CH2:16][O:15][C:13]2[N:12]=[CH:11][C:10]3[C@@H:48]4[C@@H:6]([C:4]([OH:5])=[O:3])[C@@H:7]4[CH2:8][C:9]=3[CH:14]=2)[CH:18]=1. The catalyst class is: 636.